This data is from Forward reaction prediction with 1.9M reactions from USPTO patents (1976-2016). The task is: Predict the product of the given reaction. (1) Given the reactants [NH:1]1[CH:5]=[CH:4][N:3]=[N:2]1.[H-].[Na+].F[C:9]1[CH:14]=[CH:13][C:12]([C:15]([C:17]2[CH:22]=[CH:21][C:20]([N+:23]([O-:25])=[O:24])=[CH:19][CH:18]=2)=[O:16])=[CH:11][CH:10]=1, predict the reaction product. The product is: [N+:23]([C:20]1[CH:19]=[CH:18][C:17]([C:15]([C:12]2[CH:11]=[CH:10][C:9]([N:2]3[N:3]=[CH:4][CH:5]=[N:1]3)=[CH:14][CH:13]=2)=[O:16])=[CH:22][CH:21]=1)([O-:25])=[O:24]. (2) Given the reactants Br[C:2]1[N:3]=[CH:4][S:5][CH:6]=1.[C:7]([O:11][CH3:12])(=[O:10])[CH:8]=[CH2:9].C1(C)C=CC=CC=1P(C1C=CC=CC=1C)C1C=CC=CC=1C.C(N(CC)CC)C, predict the reaction product. The product is: [S:5]1[CH:6]=[C:2](/[CH:9]=[CH:8]/[C:7]([O:11][CH3:12])=[O:10])[N:3]=[CH:4]1. (3) Given the reactants [CH2:1]([C:3]([C:25]1[CH:38]=[CH:37][C:28]([O:29][CH2:30][C@H:31]2[O:35][C:34](=[O:36])[CH2:33][CH2:32]2)=[C:27]([CH3:39])[CH:26]=1)([C:6]1[CH:11]=[CH:10][C:9]([C:12]#[C:13][C:14]([OH:23])([C:19]([F:22])([F:21])[F:20])[C:15]([F:18])([F:17])[F:16])=[C:8]([CH3:24])[CH:7]=1)[CH2:4][CH3:5])[CH3:2].C([OH:42])C, predict the reaction product. The product is: [CH2:1]([C:3]([C:25]1[CH:38]=[CH:37][C:28]([O:29][CH2:30][C@@H:31]([OH:42])[CH2:32][CH2:33][C:34]([OH:35])=[O:36])=[C:27]([CH3:39])[CH:26]=1)([C:6]1[CH:11]=[CH:10][C:9]([C:12]#[C:13][C:14]([OH:23])([C:15]([F:18])([F:16])[F:17])[C:19]([F:20])([F:22])[F:21])=[C:8]([CH3:24])[CH:7]=1)[CH2:4][CH3:5])[CH3:2].